Predict the product of the given reaction. From a dataset of Forward reaction prediction with 1.9M reactions from USPTO patents (1976-2016). (1) Given the reactants C([SiH2][O:6][C:7](C)(C)[C:8]1[N:12]([CH2:13][N:14]2[CH2:18][CH:17]([CH2:19][CH2:20][CH3:21])[CH2:16][C:15]2=[O:22])[CH:11]=[N:10][CH:9]=1)(C)(C)C, predict the reaction product. The product is: [OH:6][CH2:7][C:8]1[N:12]([CH2:13][N:14]2[CH2:18][CH:17]([CH2:19][CH2:20][CH3:21])[CH2:16][C:15]2=[O:22])[CH:11]=[N:10][CH:9]=1. (2) Given the reactants Br[C:2]1[CH:7]=[C:6]([C:8]([F:11])([F:10])[F:9])[CH:5]=[C:4]([N+:12]([O-:14])=[O:13])[CH:3]=1.CC1(C)C(C)(C)OB([C:23]2[CH2:28][CH2:27][N:26]([C:29]([O:31][C:32]([CH3:35])([CH3:34])[CH3:33])=[O:30])[CH2:25][CH:24]=2)O1, predict the reaction product. The product is: [N+:12]([C:4]1[CH:3]=[C:2]([C:23]2[CH2:28][CH2:27][N:26]([C:29]([O:31][C:32]([CH3:35])([CH3:34])[CH3:33])=[O:30])[CH2:25][CH:24]=2)[CH:7]=[C:6]([C:8]([F:11])([F:10])[F:9])[CH:5]=1)([O-:14])=[O:13]. (3) Given the reactants [C:1]([C:4]1[C:13](=[O:14])[C:12]2[C:7](=[CH:8][CH:9]=[C:10]([C:15]([O:17][CH2:18][CH3:19])=[O:16])[CH:11]=2)[NH:6][CH:5]=1)(=[O:3])[CH3:2].[C:20](=O)([O-])[O-].[K+].[K+].CI, predict the reaction product. The product is: [C:1]([C:4]1[C:13](=[O:14])[C:12]2[C:7](=[CH:8][CH:9]=[C:10]([C:15]([O:17][CH2:18][CH3:19])=[O:16])[CH:11]=2)[N:6]([CH3:20])[CH:5]=1)(=[O:3])[CH3:2]. (4) Given the reactants [CH3:1][C:2]1[CH:3]=[C:4]([C:8](=[O:10])[CH3:9])[CH:5]=[CH:6][CH:7]=1.[CH3:11][N:12]([CH:14](OC)OC)[CH3:13], predict the reaction product. The product is: [CH3:11][N:12]([CH3:14])/[CH:13]=[CH:9]/[C:8]([C:4]1[CH:5]=[CH:6][CH:7]=[C:2]([CH3:1])[CH:3]=1)=[O:10]. (5) Given the reactants Br[CH2:2][C:3]1[C:8]([CH3:9])=[CH:7][CH:6]=[CH:5][C:4]=1[N:10]1[C:14](=[O:15])[N:13]([CH3:16])[N:12]=[N:11]1.[F:17][C:18]1[CH:23]=[CH:22][C:21]([N:24]2[CH:28]=[CH:27][C:26]([OH:29])=[N:25]2)=[CH:20][CH:19]=1.C(=O)([O-])[O-].[K+].[K+].C(#N)C, predict the reaction product. The product is: [F:17][C:18]1[CH:19]=[CH:20][C:21]([N:24]2[CH:28]=[CH:27][C:26]([O:29][CH2:2][C:3]3[C:8]([CH3:9])=[CH:7][CH:6]=[CH:5][C:4]=3[N:10]3[C:14](=[O:15])[N:13]([CH3:16])[N:12]=[N:11]3)=[N:25]2)=[CH:22][CH:23]=1. (6) Given the reactants [CH3:1][O:2][CH:3]1[CH2:7][CH2:6][NH:5][CH2:4]1.C1C=CC(P(C2C(C3C(P(C4C=CC=CC=4)C4C=CC=CC=4)=CC=C4C=3C=CC=C4)=C3C(C=CC=C3)=CC=2)C2C=CC=CC=2)=CC=1.C(=O)([O-])[O-].[Cs+].[Cs+].[Br:60][C:61]1[CH:66]=[CH:65][CH:64]=[C:63](Br)[CH:62]=1, predict the reaction product. The product is: [Br:60][C:61]1[CH:62]=[C:63]([N:5]2[CH2:6][CH2:7][CH:3]([O:2][CH3:1])[CH2:4]2)[CH:64]=[CH:65][CH:66]=1. (7) Given the reactants [C:1]([O:9]CC)(=O)[CH2:2][C:3]([O:5][CH2:6][CH3:7])=[O:4].[H-].[Na+].[H][H].[Cl:16][C:17]1[CH:36]=[CH:35][C:20]2[N:21]([CH2:27][C:28]3[CH:33]=[CH:32][C:31]([F:34])=[CH:30][CH:29]=3)C(=O)[O:23][C:24](=O)[C:19]=2[CH:18]=1.Cl, predict the reaction product. The product is: [CH2:6]([O:5][C:3]([C:2]1[C:1](=[O:9])[N:21]([CH2:27][C:28]2[CH:33]=[CH:32][C:31]([F:34])=[CH:30][CH:29]=2)[C:20]2[C:19]([C:24]=1[OH:23])=[CH:18][C:17]([Cl:16])=[CH:36][CH:35]=2)=[O:4])[CH3:7]. (8) Given the reactants [CH2:1]([N:8]([C:38]([O:40][C:41]([CH3:44])([CH3:43])[CH3:42])=[O:39])[CH2:9][CH2:10][C:11]1[CH:16]=[CH:15][C:14]([S:17]([C:20]2[CH:21]=[CH:22][C:23]([O:30][CH2:31][C:32]3[CH:37]=[CH:36][CH:35]=[CH:34][CH:33]=3)=[C:24]([CH:29]=2)[C:25]([O:27]C)=[O:26])(=[O:19])=[O:18])=[CH:13][CH:12]=1)[C:2]1[CH:7]=[CH:6][CH:5]=[CH:4][CH:3]=1.[OH-].[Na+].Cl, predict the reaction product. The product is: [CH2:1]([N:8]([C:38]([O:40][C:41]([CH3:44])([CH3:43])[CH3:42])=[O:39])[CH2:9][CH2:10][C:11]1[CH:12]=[CH:13][C:14]([S:17]([C:20]2[CH:21]=[CH:22][C:23]([O:30][CH2:31][C:32]3[CH:33]=[CH:34][CH:35]=[CH:36][CH:37]=3)=[C:24]([CH:29]=2)[C:25]([OH:27])=[O:26])(=[O:18])=[O:19])=[CH:15][CH:16]=1)[C:2]1[CH:7]=[CH:6][CH:5]=[CH:4][CH:3]=1. (9) Given the reactants [F:1][C:2]1[CH:3]=[C:4]2[C:8](=[CH:9][CH:10]=1)[NH:7][C:6](=[O:11])[CH2:5]2.C[Si]([N-][Si](C)(C)C)(C)C.[Li+].[CH2:22]([N:24]([CH2:27][C:28]1[N:33]=[C:32]2[CH2:34][O:35][C:36](=O)[C:31]2=[CH:30][CH:29]=1)[CH2:25][CH3:26])[CH3:23].Cl, predict the reaction product. The product is: [CH2:22]([N:24]([CH2:27][C:28]1[N:33]=[C:32]2[CH2:34][O:35][C:36](=[C:5]3[C:4]4[C:8](=[CH:9][CH:10]=[C:2]([F:1])[CH:3]=4)[NH:7][C:6]3=[O:11])[C:31]2=[CH:30][CH:29]=1)[CH2:25][CH3:26])[CH3:23].